This data is from Full USPTO retrosynthesis dataset with 1.9M reactions from patents (1976-2016). The task is: Predict the reactants needed to synthesize the given product. (1) Given the product [Cl:13][C:3]1[CH:4]=[C:5]([NH2:6])[CH:7]=[C:8]([C:9]([F:12])([F:11])[F:10])[C:2]=1[C:27]1[CH:28]=[CH:29][C:24]([S:21]([N:18]2[CH2:19][CH2:20][N:15]([CH3:14])[CH2:16][CH2:17]2)(=[O:22])=[O:23])=[CH:25][CH:26]=1, predict the reactants needed to synthesize it. The reactants are: Br[C:2]1[C:8]([C:9]([F:12])([F:11])[F:10])=[CH:7][C:5]([NH2:6])=[CH:4][C:3]=1[Cl:13].[CH3:14][N:15]1[CH2:20][CH2:19][N:18]([S:21]([C:24]2[CH:29]=[CH:28][C:27](B3OC(C)(C)C(C)(C)O3)=[CH:26][CH:25]=2)(=[O:23])=[O:22])[CH2:17][CH2:16]1.C(=O)([O-])[O-].[Na+].[Na+].O. (2) The reactants are: F[C:2]1(F)[CH2:5][N:4]([CH2:6][CH2:7][CH:8]([N:15]2[CH:19]=[C:18]([NH2:20])[CH:17]=[N:16]2)[C:9]2[CH:14]=[CH:13][CH:12]=[CH:11][CH:10]=2)[CH2:3]1.CNC1C[O:26][CH2:25]1. Given the product [CH3:3][N:4]([CH:5]1[CH2:25][O:26][CH2:2]1)[CH2:6][CH2:7][CH:8]([N:15]1[CH:19]=[C:18]([NH2:20])[CH:17]=[N:16]1)[C:9]1[CH:14]=[CH:13][CH:12]=[CH:11][CH:10]=1, predict the reactants needed to synthesize it. (3) The reactants are: [Cl:1][C:2]1[CH:3]=[C:4]([C:8]2[NH:13][C:12](=O)[CH:11]=[C:10]([CH2:15][CH3:16])[N:9]=2)[CH:5]=[CH:6][CH:7]=1.O=P(Cl)(Cl)[Cl:19].C([O-])(O)=O.[Na+].[OH-].[Na+]. Given the product [Cl:19][C:12]1[CH:11]=[C:10]([CH2:15][CH3:16])[N:9]=[C:8]([C:4]2[CH:5]=[CH:6][CH:7]=[C:2]([Cl:1])[CH:3]=2)[N:13]=1, predict the reactants needed to synthesize it. (4) Given the product [Br:2][CH2:3][C:4]1[CH:5]=[C:6]2[C:11](=[CH:12][C:13]=1[Cl:14])[O:10][C:9](=[O:15])[C:8]([CH2:16][C:17]([OH:19])=[O:18])=[C:7]2[C:22]1[CH:27]=[CH:26][CH:25]=[C:24]([Br:28])[CH:23]=1, predict the reactants needed to synthesize it. The reactants are: Cl.[Br:2][CH2:3][C:4]1[CH:5]=[C:6]2[C:11](=[CH:12][C:13]=1[Cl:14])[O:10][C:9](=[O:15])[C:8]([CH2:16][C:17]([O:19]CC)=[O:18])=[C:7]2[C:22]1[CH:27]=[CH:26][CH:25]=[C:24]([Br:28])[CH:23]=1. (5) Given the product [CH3:3][CH:2]([N:4]1[CH2:10][CH2:9][CH2:8][N:7]([C:11]([N:13]2[CH2:16][CH:15]([O:17][C:19]3[CH:20]=[CH:21][C:22]([C:25]([OH:28])([CH3:27])[CH3:26])=[N:23][CH:24]=3)[CH2:14]2)=[O:12])[CH2:6][CH2:5]1)[CH3:1], predict the reactants needed to synthesize it. The reactants are: [CH3:1][CH:2]([N:4]1[CH2:10][CH2:9][CH2:8][N:7]([C:11]([N:13]2[CH2:16][CH:15]([OH:17])[CH2:14]2)=[O:12])[CH2:6][CH2:5]1)[CH3:3].F[C:19]1[CH:20]=[CH:21][C:22]([C:25]([OH:28])([CH3:27])[CH3:26])=[N:23][CH:24]=1. (6) Given the product [F:16][C:17]1[CH:22]=[CH:21][C:20]([O:23][CH3:24])=[CH:19][C:18]=1[C:3]1[C:4]([O:10][CH2:11][CH:12]([CH3:13])[CH3:14])=[N:5][C:6]([C:8]#[N:9])=[N:7][CH:2]=1, predict the reactants needed to synthesize it. The reactants are: C[C:2]1[N:7]=[C:6]([C:8]#[N:9])[N:5]=[C:4]([O:10][CH2:11][CH:12]([CH3:14])[CH3:13])[C:3]=1Br.[F:16][C:17]1[CH:22]=[CH:21][C:20]([O:23][CH3:24])=[CH:19][C:18]=1B(O)O.C1(P(C2CCCCC2)C2C=CC=CC=2C2C(OC)=CC=CC=2OC)CCCCC1.C(=O)([O-])[O-].[Na+].[Na+]. (7) Given the product [CH2:1]([O:3][C:4](=[O:20])[C:5]1[CH:6]=[CH:7][C:8](/[CH:11]=[CH:43]/[C:35]2([CH2:45][CH2:46][CH2:47][CH2:48][CH3:49])[CH2:34][C:33]3[C:32]([CH3:31])([CH3:50])[CH2:40][CH2:39][C:38]([CH3:42])([CH3:41])[C:37]=3[CH2:36]2)=[CH:9][CH:10]=1)[CH3:2], predict the reactants needed to synthesize it. The reactants are: [CH2:1]([O:3][C:4](=[O:20])[C:5]1[CH:10]=[CH:9][C:8]([CH2:11]P(OCC)(OCC)=O)=[CH:7][CH:6]=1)[CH3:2].C[Si]([N-][Si](C)(C)C)(C)C.[Li+].[CH3:31][C:32]1([CH3:50])[CH2:40][CH2:39][C:38]([CH3:42])([CH3:41])[C:37]2[CH2:36][C:35]([CH2:45][CH2:46][CH2:47][CH2:48][CH3:49])([CH:43]=O)[CH2:34][C:33]1=2.[Cl-].[NH4+]. (8) Given the product [C:1]([O:5][C:6]([N:8]1[CH2:13][CH2:12][N:11]([C:14]2[CH:19]=[CH:18][C:17]([NH:20][C:21]3[C:22]4[N:23]([CH:28]=[CH:29][N:30]=4)[CH:24]=[C:25]([C:41]4[CH:40]=[CH:39][CH:38]=[C:37]([NH2:36])[CH:42]=4)[N:26]=3)=[CH:16][CH:15]=2)[CH2:10][CH2:9]1)=[O:7])([CH3:4])([CH3:3])[CH3:2], predict the reactants needed to synthesize it. The reactants are: [C:1]([O:5][C:6]([N:8]1[CH2:13][CH2:12][N:11]([C:14]2[CH:19]=[CH:18][C:17]([NH:20][C:21]3[C:22]4[N:23]([CH:28]=[CH:29][N:30]=4)[CH:24]=[C:25](Br)[N:26]=3)=[CH:16][CH:15]=2)[CH2:10][CH2:9]1)=[O:7])([CH3:4])([CH3:3])[CH3:2].S(O)(O)(=O)=O.[NH2:36][C:37]1[CH:38]=[C:39](B(O)O)[CH:40]=[CH:41][CH:42]=1.NC1C=C(B(O)O)C=CC=1.C(=O)([O-])[O-].[Na+].[Na+].C(COC)OC.